This data is from Full USPTO retrosynthesis dataset with 1.9M reactions from patents (1976-2016). The task is: Predict the reactants needed to synthesize the given product. (1) The reactants are: C([O:3][C:4](=[O:25])[CH2:5][NH:6][C:7]1[CH:12]=[CH:11][C:10]([C:13](=[NH:24])[NH:14][C:15]([O:17][CH2:18][CH2:19][CH2:20][CH2:21][CH2:22][CH3:23])=[O:16])=[CH:9][CH:8]=1)C.C(O)C.O.[OH-].[Li+].Cl. Given the product [CH2:18]([O:17][C:15]([NH:14][C:13]([C:10]1[CH:9]=[CH:8][C:7]([NH:6][CH2:5][C:4]([OH:25])=[O:3])=[CH:12][CH:11]=1)=[NH:24])=[O:16])[CH2:19][CH2:20][CH2:21][CH2:22][CH3:23], predict the reactants needed to synthesize it. (2) Given the product [Br:12][C:7]1[CH:6]=[C:3]2[C:2](=[CH:9][C:8]=1[O:10][CH3:11])[N:1]=[C:14]([OH:15])[N:13]=[CH:4]2, predict the reactants needed to synthesize it. The reactants are: [NH2:1][C:2]1[CH:9]=[C:8]([O:10][CH3:11])[C:7]([Br:12])=[CH:6][C:3]=1[CH:4]=O.[NH2:13][C:14](N)=[O:15]. (3) Given the product [C:1]([C:3]([CH3:25])([CH3:24])[C:4]1[CH:5]=[C:6]([CH:20]=[C:21]([O:23][CH2:27][C:28](=[O:29])[NH:30][CH3:31])[CH:22]=1)[C:7]([NH:9][C:10]1[CH:15]=[CH:14][C:13]([CH3:16])=[C:12]([N+:17]([O-:19])=[O:18])[CH:11]=1)=[O:8])#[N:2], predict the reactants needed to synthesize it. The reactants are: [C:1]([C:3]([CH3:25])([CH3:24])[C:4]1[CH:5]=[C:6]([CH:20]=[C:21]([OH:23])[CH:22]=1)[C:7]([NH:9][C:10]1[CH:15]=[CH:14][C:13]([CH3:16])=[C:12]([N+:17]([O-:19])=[O:18])[CH:11]=1)=[O:8])#[N:2].Cl[CH2:27][C:28]([NH:30][CH3:31])=[O:29].C([O-])([O-])=O.[K+].[K+].[I-].[Na+]. (4) Given the product [N:15]1([CH2:21][CH2:22][NH:23][C:12]([C:10]2[S:11][C:7]([C:4]3[CH:3]=[CH:2][N:1]=[CH:6][CH:5]=3)=[CH:8][CH:9]=2)=[O:14])[CH2:20][CH2:19][O:18][CH2:17][CH2:16]1, predict the reactants needed to synthesize it. The reactants are: [N:1]1[CH:6]=[CH:5][C:4]([C:7]2[S:11][C:10]([C:12]([OH:14])=O)=[CH:9][CH:8]=2)=[CH:3][CH:2]=1.[N:15]1([CH2:21][CH2:22][NH2:23])[CH2:20][CH2:19][O:18][CH2:17][CH2:16]1. (5) Given the product [CH2:1]([N:8]1[C@@H:13]2[C@H:14]([S:16]([C:19]3[CH:20]=[CH:21][CH:22]=[CH:23][CH:24]=3)(=[O:17])=[O:18])[CH2:15][C@@:9]1([C:30]1[CH:35]=[CH:34][CH:33]=[CH:32][CH:31]=1)[C@@:10](/[CH:26]=[CH:27]\[CH2:28][OH:29])([OH:25])[CH2:11][CH2:12]2)[C:2]1[CH:7]=[CH:6][CH:5]=[CH:4][CH:3]=1, predict the reactants needed to synthesize it. The reactants are: [CH2:1]([N:8]1[C@@H:13]2[C@H:14]([S:16]([C:19]3[CH:24]=[CH:23][CH:22]=[CH:21][CH:20]=3)(=[O:18])=[O:17])[CH2:15][C@@:9]1([C:30]1[CH:35]=[CH:34][CH:33]=[CH:32][CH:31]=1)[C@@:10]([C:26]#[C:27][CH2:28][OH:29])([OH:25])[CH2:11][CH2:12]2)[C:2]1[CH:7]=[CH:6][CH:5]=[CH:4][CH:3]=1. (6) Given the product [Cl:29][C:24]1[CH:23]=[C:22]([NH:21][C:19]([N:16]2[CH2:17][CH2:18][N:13]([CH2:12][C@@H:8]3[CH2:9][CH2:10][CH2:11][N:6]([CH2:5][CH2:4][N:1]4[CH:31]=[CH:30][N:3]=[N:2]4)[CH2:7]3)[CH2:14][CH2:15]2)=[O:20])[CH:27]=[CH:26][C:25]=1[Cl:28], predict the reactants needed to synthesize it. The reactants are: [N:1]([CH2:4][CH2:5][N:6]1[CH2:11][CH2:10][CH2:9][C@@H:8]([CH2:12][N:13]2[CH2:18][CH2:17][N:16]([C:19]([NH:21][C:22]3[CH:27]=[CH:26][C:25]([Cl:28])=[C:24]([Cl:29])[CH:23]=3)=[O:20])[CH2:15][CH2:14]2)[CH2:7]1)=[N+:2]=[N-:3].[CH:30]12CC(C=C1)C=[CH:31]2. (7) Given the product [Cl:1][C:2]1[CH:3]=[CH:4][C:5]2[NH:11][C:10]3[CH:12]=[CH:13][CH:14]=[CH:15][C:9]=3[C:8]([N:16]3[CH2:21][CH2:20][N:19]([C:23](=[O:26])[CH2:24][CH3:25])[CH2:18][CH2:17]3)=[N:7][C:6]=2[CH:22]=1, predict the reactants needed to synthesize it. The reactants are: [Cl:1][C:2]1[CH:3]=[CH:4][C:5]2[NH:11][C:10]3[CH:12]=[CH:13][CH:14]=[CH:15][C:9]=3[C:8]([N:16]3[CH2:21][CH2:20][NH:19][CH2:18][CH2:17]3)=[N:7][C:6]=2[CH:22]=1.[C:23](O[C:23](=[O:26])[CH2:24][CH3:25])(=[O:26])[CH2:24][CH3:25]. (8) Given the product [N:20]1([CH:19]([C:18]2[CH:26]=[CH:27][CH:28]=[CH:29][C:17]=2[CH3:16])[C:5]2[N:1]([C:6]3[CH:14]=[CH:13][CH:12]=[CH:11][C:7]=3[C:8]([NH2:10])=[S:9])[CH:2]=[CH:3][CH:4]=2)[CH2:25][CH2:24][CH2:23][CH2:22][CH2:21]1, predict the reactants needed to synthesize it. The reactants are: [N:1]1([C:6]2[CH:14]=[CH:13][CH:12]=[CH:11][C:7]=2[C:8]([NH2:10])=[S:9])[CH:5]=[CH:4][CH:3]=[CH:2]1.[Cl-].[CH3:16][C:17]1[CH:29]=[CH:28][CH:27]=[CH:26][C:18]=1[CH:19]=[N+:20]1[CH2:25][CH2:24][CH2:23][CH2:22][CH2:21]1. (9) The reactants are: Cl[C:2]1[C:11]2[C:6](=[CH:7][CH:8]=[CH:9][CH:10]=2)[CH:5]=[C:4]([C:12]#[N:13])[N:3]=1.[NH:14]1[CH2:18][CH2:17][CH:16]([NH:19][C:20](=[O:26])[O:21][C:22]([CH3:25])([CH3:24])[CH3:23])[CH2:15]1.CCN(CC)CC. Given the product [C:12]([C:4]1[N:3]=[C:2]([N:14]2[CH2:18][CH2:17][CH:16]([NH:19][C:20](=[O:26])[O:21][C:22]([CH3:24])([CH3:23])[CH3:25])[CH2:15]2)[C:11]2[C:6]([CH:5]=1)=[CH:7][CH:8]=[CH:9][CH:10]=2)#[N:13], predict the reactants needed to synthesize it.